This data is from Full USPTO retrosynthesis dataset with 1.9M reactions from patents (1976-2016). The task is: Predict the reactants needed to synthesize the given product. (1) Given the product [NH:8]([C:19]1[CH:20]=[C:21]([CH:25]([CH2:29][P:30]([CH2:33][CH2:34][CH2:35][CH2:36][C:37]2[CH:38]=[CH:39][CH:40]=[CH:41][CH:42]=2)([OH:32])=[O:31])[C:26]([OH:28])=[O:27])[CH:22]=[CH:23][CH:24]=1)[C:9]([NH2:18])=[NH:10], predict the reactants needed to synthesize it. The reactants are: C(OC([N:8]([C:19]1[CH:20]=[C:21]([CH:25]([CH2:29][P:30]([CH2:33][CH2:34][CH2:35][CH2:36][C:37]2[CH:42]=[CH:41][CH:40]=[CH:39][CH:38]=2)([OH:32])=[O:31])[C:26]([OH:28])=[O:27])[CH:22]=[CH:23][CH:24]=1)[C:9]([NH2:18])=[N:10]C(OC(C)(C)C)=O)=O)(C)(C)C.C(O)(C(F)(F)F)=O. (2) Given the product [N+:8]([C:5]1[CH:6]=[CH:7][C:2]([N:11]2[CH2:16][CH2:15][CH:14]([C:17]([O:19][CH2:20][CH3:21])=[O:18])[CH2:13][CH2:12]2)=[CH:3][CH:4]=1)([O-:10])=[O:9], predict the reactants needed to synthesize it. The reactants are: F[C:2]1[CH:7]=[CH:6][C:5]([N+:8]([O-:10])=[O:9])=[CH:4][CH:3]=1.[NH:11]1[CH2:16][CH2:15][CH:14]([C:17]([O:19][CH2:20][CH3:21])=[O:18])[CH2:13][CH2:12]1.C([O-])([O-])=O.[K+].[K+].CCOC(C)=O. (3) Given the product [CH2:39]([N:43]([CH2:74][CH2:75][CH2:76][CH3:77])[C:44]([C:46]1[N:47]=[CH:48][N:49]([CH3:73])[C:50]=1[C:51]1[CH:60]=[CH:59][C:54]([C:55]([OH:57])=[O:56])=[CH:53][C:52]=1[C:61]([N:63]1[CH2:72][CH2:71][C:70]2[C:65](=[CH:66][CH:67]=[CH:68][CH:69]=2)[CH2:64]1)=[O:62])=[O:45])[CH2:40][CH2:41][CH3:42], predict the reactants needed to synthesize it. The reactants are: C(N(CCCC)C(C1N=C(C2C=CC(C(O)=O)=CC=2C(N2CCC3C(=CC=CC=3)C2)=O)N(C)C=1)=O)CCC.[CH2:39]([N:43]([CH2:74][CH2:75][CH2:76][CH3:77])[C:44]([C:46]1[N:47]=[CH:48][N:49]([CH3:73])[C:50]=1[C:51]1[CH:60]=[CH:59][C:54]([C:55]([O:57]C)=[O:56])=[CH:53][C:52]=1[C:61]([N:63]1[CH2:72][CH2:71][C:70]2[C:65](=[CH:66][CH:67]=[CH:68][CH:69]=2)[CH2:64]1)=[O:62])=[O:45])[CH2:40][CH2:41][CH3:42]. (4) Given the product [Cl:1][C:2]1[C:3]([C:8]2[CH:13]=[C:12]([C:14]([F:16])([F:17])[F:15])[CH:11]=[CH:10][C:9]=2[C:18]([NH:19][C:20]2[C:28]([CH3:29])=[CH:27][C:26]([N:30]3[CH:34]=[N:33][CH:32]=[N:31]3)=[CH:25][C:21]=2[C:22]([NH:36][CH3:35])=[O:24])=[O:23])=[N:4][CH:5]=[CH:6][CH:7]=1, predict the reactants needed to synthesize it. The reactants are: [Cl:1][C:2]1[C:3]([C:8]2[CH:13]=[C:12]([C:14]([F:17])([F:16])[F:15])[CH:11]=[CH:10][C:9]=2[C:18]2[O:23][C:22](=[O:24])[C:21]3[CH:25]=[C:26]([N:30]4[CH:34]=[N:33][CH:32]=[N:31]4)[CH:27]=[C:28]([CH3:29])[C:20]=3[N:19]=2)=[N:4][CH:5]=[CH:6][CH:7]=1.[CH3:35][NH2:36]. (5) Given the product [Br:1][C:2]1[CH:3]=[CH:4][C:5]([CH2:6][N:7]2[CH2:11][CH2:10][C:9]3([CH2:16][CH2:15][N:14]([CH2:17][CH2:18][CH:19]([OH:26])[C:20]4[CH:21]=[CH:22][CH:23]=[CH:24][CH:25]=4)[CH2:13][CH2:12]3)[C:8]2=[O:27])=[CH:28][CH:29]=1, predict the reactants needed to synthesize it. The reactants are: [Br:1][C:2]1[CH:29]=[CH:28][C:5]([CH2:6][N:7]2[CH2:11][CH2:10][C:9]3([CH2:16][CH2:15][N:14]([CH2:17][CH2:18][C:19](=[O:26])[C:20]4[CH:25]=[CH:24][CH:23]=[CH:22][CH:21]=4)[CH2:13][CH2:12]3)[C:8]2=[O:27])=[CH:4][CH:3]=1.[BH4-].[Na+].